Dataset: Reaction yield outcomes from USPTO patents with 853,638 reactions. Task: Predict the reaction yield, written as a fraction of the theoretical maximum amount of product (1.0 means a 100% yield; for example, 0.34 means a 34% yield). (1) The reactants are [CH3:1][O:2][C:3]1[CH:4]=[C:5]2[C:10](=[CH:11][CH:12]=1)[CH:9]([CH2:13][C:14]1[CH:19]=[CH:18][C:17]([O:20][CH2:21][C:22]3[CH:27]=[CH:26][CH:25]=[CH:24][CH:23]=3)=[CH:16][CH:15]=1)[NH:8][CH2:7][CH2:6]2.[Cl:28][C:29]1[N:34]=[C:33](Cl)[CH:32]=[CH:31][N:30]=1.C(=O)(O)[O-].[Na+]. The catalyst is C(O)C. The product is [Cl:28][C:29]1[N:34]=[C:33]([N:8]2[CH2:7][CH2:6][C:5]3[C:10](=[CH:11][CH:12]=[C:3]([O:2][CH3:1])[CH:4]=3)[CH:9]2[CH2:13][C:14]2[CH:19]=[CH:18][C:17]([O:20][CH2:21][C:22]3[CH:27]=[CH:26][CH:25]=[CH:24][CH:23]=3)=[CH:16][CH:15]=2)[CH:32]=[CH:31][N:30]=1. The yield is 0.790. (2) The reactants are [NH2:1][C:2]1[N:6]([C:7]2[CH:15]=[C:14]3[C:10]([CH2:11][CH2:12][C:13]3=[O:16])=[CH:9][CH:8]=2)[N:5]=[C:4]([C:17]([CH3:20])([CH3:19])[CH3:18])[CH:3]=1.[Cl:21][C:22]1[CH:27]=[CH:26][CH:25]=[C:24]([N:28]=[C:29]=[O:30])[C:23]=1[Cl:31].O. The catalyst is C1COCC1. The product is [C:17]([C:4]1[CH:3]=[C:2]([NH:1][C:29]([NH:28][C:24]2[CH:25]=[CH:26][CH:27]=[C:22]([Cl:21])[C:23]=2[Cl:31])=[O:30])[N:6]([C:7]2[CH:15]=[C:14]3[C:10](=[CH:9][CH:8]=2)[CH2:11][CH2:12][C:13]3=[O:16])[N:5]=1)([CH3:20])([CH3:19])[CH3:18]. The yield is 0.430.